Task: Regression/Classification. Given a drug SMILES string, predict its absorption, distribution, metabolism, or excretion properties. Task type varies by dataset: regression for continuous measurements (e.g., permeability, clearance, half-life) or binary classification for categorical outcomes (e.g., BBB penetration, CYP inhibition). Dataset: cyp2d6_veith.. Dataset: CYP2D6 inhibition data for predicting drug metabolism from PubChem BioAssay (1) The result is 1 (inhibitor). The compound is COc1ccc(CNc2ncncc2-c2cccc(NS(C)(=O)=O)c2)c(OC)c1. (2) The molecule is O=C(O)c1ccc([Hg]Sc2ncnc3nc[nH]c23)cc1. The result is 1 (inhibitor). (3) The compound is COc1nc(/C(N)=N/O)nc(N2CCCCC2)n1. The result is 0 (non-inhibitor). (4) The molecule is O=C(Nc1ccc2oc(-c3ccccc3F)nc2c1)c1ccc2c(c1)OCCO2. The result is 0 (non-inhibitor). (5) The molecule is COc1c2c(cc3c1OCO3)CCN(C)C2. The result is 1 (inhibitor). (6) The drug is CSc1nsc(SCc2ccc(Cl)cc2)n1. The result is 0 (non-inhibitor). (7) The drug is Cc1ccccc1-c1nccc(-n2ccnc2)n1. The result is 1 (inhibitor). (8) The drug is C[C@@]12CCC(=O)C=C1CC[C@@H]1[C@@H]2CC[C@@]2(C)[C@H](C(=O)CO)CC[C@H]12. The result is 0 (non-inhibitor). (9) The drug is CSc1ccc(CNc2ccc(Cl)cc2)cc1. The result is 0 (non-inhibitor).